From a dataset of Full USPTO retrosynthesis dataset with 1.9M reactions from patents (1976-2016). Predict the reactants needed to synthesize the given product. Given the product [CH3:2][NH:1][C:7]1[N:12]=[CH:11][C:10]([C:13]2[CH:18]=[CH:17][N:16]3[C:19]([C:22]4[CH:23]=[CH:24][C:25]([CH2:26][NH:27][C:28]([NH:30][C:31]5[CH:36]=[CH:35][CH:34]=[C:33]([C:37]([F:40])([F:38])[F:39])[CH:32]=5)=[O:29])=[CH:41][CH:42]=4)=[CH:20][N:21]=[C:15]3[CH:14]=2)=[CH:9][CH:8]=1, predict the reactants needed to synthesize it. The reactants are: [N:1]1([C:7]2[N:12]=[CH:11][C:10]([C:13]3[CH:18]=[CH:17][N:16]4[C:19]([C:22]5[CH:42]=[CH:41][C:25]([CH2:26][NH:27][C:28]([NH:30][C:31]6[CH:36]=[CH:35][CH:34]=[C:33]([C:37]([F:40])([F:39])[F:38])[CH:32]=6)=[O:29])=[CH:24][CH:23]=5)=[CH:20][N:21]=[C:15]4[CH:14]=3)=[CH:9][CH:8]=2)CCOC[CH2:2]1.C([O-])([O-])=O.[K+].[K+].N1CCNCC1.